Dataset: Forward reaction prediction with 1.9M reactions from USPTO patents (1976-2016). Task: Predict the product of the given reaction. (1) Given the reactants FC(F)(F)S(O[C:7]1[CH2:21][C@@H:10]2[CH2:11][N:12]([C:14]([O:16][C:17]([CH3:20])([CH3:19])[CH3:18])=[O:15])[CH2:13][C@@H:9]2[CH:8]=1)(=O)=O.[F:24][C:25]([F:36])([F:35])[C:26]1[CH:31]=[CH:30][CH:29]=[CH:28][C:27]=1B(O)O.C([O-])([O-])=O.[Na+].[Na+], predict the reaction product. The product is: [F:24][C:25]([F:36])([F:35])[C:26]1[CH:31]=[CH:30][CH:29]=[CH:28][C:27]=1[C:7]1[CH2:21][C@@H:10]2[CH2:11][N:12]([C:14]([O:16][C:17]([CH3:18])([CH3:19])[CH3:20])=[O:15])[CH2:13][C@@H:9]2[CH:8]=1. (2) Given the reactants C([O:5][C:6](=[O:18])[CH2:7][O:8][C:9]1[CH:14]=[CH:13][C:12]([Cl:15])=[CH:11][C:10]=1[C:16]#[CH:17])(C)(C)C.Br[C:20]1[CH:25]=[C:24]([S:26]([CH:29]([CH3:31])[CH3:30])(=[O:28])=[O:27])[CH:23]=[CH:22][C:21]=1[CH3:32], predict the reaction product. The product is: [Cl:15][C:12]1[CH:13]=[CH:14][C:9]([O:8][CH2:7][C:6]([OH:5])=[O:18])=[C:10]([C:16]#[C:17][C:22]2[CH:23]=[C:24]([S:26]([CH:29]([CH3:30])[CH3:31])(=[O:27])=[O:28])[CH:25]=[CH:20][C:21]=2[CH3:32])[CH:11]=1. (3) Given the reactants CC1C=C(COC2CCNCC2)C2C(=CC=CC=2)N=1.[CH3:20][C:21]1[CH:30]=[C:29]([CH2:31][O:32][CH2:33][CH:34]2[CH2:39][CH2:38][NH:37][CH2:36][CH2:35]2)[C:28]2[C:23](=[CH:24][CH:25]=[CH:26][CH:27]=2)[N:22]=1.[CH2:40]([C:42]1([CH2:49][S:50](Cl)(=[O:52])=[O:51])[C:46](=[O:47])[NH:45][C:44](=[O:48])[NH:43]1)C.C[C@@]1(CS(Cl)(=O)=O)C(=O)NC(=O)N1, predict the reaction product. The product is: [CH3:40][C@:42]1([CH2:49][S:50]([N:37]2[CH2:38][CH2:39][CH:34]([CH2:33][O:32][CH2:31][C:29]3[C:28]4[C:23](=[CH:24][CH:25]=[CH:26][CH:27]=4)[N:22]=[C:21]([CH3:20])[CH:30]=3)[CH2:35][CH2:36]2)(=[O:52])=[O:51])[NH:43][C:44](=[O:48])[NH:45][C:46]1=[O:47]. (4) Given the reactants CC([O:4][CH:5]1[CH2:18][C:17]2[C:8]([CH3:24])([CH:9]3[CH:14]([CH2:15][CH:16]=2)[CH:13]2[CH2:19][CH2:20][C:21](=[O:22])[C:12]2([CH3:23])[CH2:11][CH2:10]3)[CH2:7][CH2:6]1)=O.C(=O)([O-])[O-].[K+].[K+].C, predict the reaction product. The product is: [CH3:23][C@@:12]12[C:21](=[O:22])[CH2:20][CH2:19][C@H:13]1[C@@H:14]1[CH2:15][CH:16]=[C:17]3[CH2:18][C@@H:5]([OH:4])[CH2:6][CH2:7][C@:8]3([CH3:24])[C@H:9]1[CH2:10][CH2:11]2. (5) Given the reactants [Cl:1][C:2]1[C:3]([OH:9])=[CH:4]C(=O)NC=1.[H-].[Na+].I[CH3:13].[CH3:14][N:15]([CH3:18])[CH:16]=[O:17], predict the reaction product. The product is: [Cl:1][C:2]1[C:3]([O:9][CH3:13])=[CH:4][C:16](=[O:17])[N:15]([CH3:18])[CH:14]=1.